This data is from Full USPTO retrosynthesis dataset with 1.9M reactions from patents (1976-2016). The task is: Predict the reactants needed to synthesize the given product. (1) Given the product [CH3:1][O:2][C:3](=[O:13])[CH2:4][C:5]1[CH:10]=[CH:9][C:8]([CH2:11][C:14]#[N:15])=[CH:7][CH:6]=1, predict the reactants needed to synthesize it. The reactants are: [CH3:1][O:2][C:3](=[O:13])[CH2:4][C:5]1[CH:10]=[CH:9][C:8]([CH2:11]Br)=[CH:7][CH:6]=1.[C-:14]#[N:15].[K+]. (2) Given the product [C:21]([OH:28])(=[O:27])/[CH:22]=[CH:23]\[C:24]([OH:26])=[O:25].[S:1]1[C:5]2[CH:6]=[CH:7][C:8]([CH2:10][CH2:11][O:12][CH2:13][CH2:14][CH2:15][N:16]3[CH2:19][CH:18]([OH:20])[CH2:17]3)=[CH:9][C:4]=2[CH:3]=[CH:2]1, predict the reactants needed to synthesize it. The reactants are: [S:1]1[C:5]2[CH:6]=[CH:7][C:8]([CH2:10][CH2:11][O:12][CH2:13][CH2:14][CH2:15][N:16]3[CH2:19][CH:18]([OH:20])[CH2:17]3)=[CH:9][C:4]=2[CH:3]=[CH:2]1.[C:21]([OH:28])(=[O:27])/[CH:22]=[CH:23]\[C:24]([OH:26])=[O:25]. (3) The reactants are: [CH3:1][C@H:2]1[CH2:7][CH2:6][CH:5]([C:8]2[CH:13]=[CH:12][CH:11]=[CH:10][CH:9]=2)[S:4](=[O:15])(=[O:14])[N:3]1[CH2:16][C:17]1[CH:25]=[CH:24][C:20]([C:21]([OH:23])=O)=[CH:19][CH:18]=1.[O:26]1[CH2:31][CH2:30][CH:29]([NH2:32])[CH2:28][CH2:27]1.C(N(CC)CC)C.CN(C(ON1N=NC2C=CC=NC1=2)=[N+](C)C)C.F[P-](F)(F)(F)(F)F. Given the product [CH3:1][C@H:2]1[CH2:7][CH2:6][CH:5]([C:8]2[CH:9]=[CH:10][CH:11]=[CH:12][CH:13]=2)[S:4](=[O:15])(=[O:14])[N:3]1[CH2:16][C:17]1[CH:18]=[CH:19][C:20]([C:21]([NH:32][CH:29]2[CH2:30][CH2:31][O:26][CH2:27][CH2:28]2)=[O:23])=[CH:24][CH:25]=1, predict the reactants needed to synthesize it. (4) Given the product [Cl:1][C:2]1[CH:3]=[C:4]2[C:9](=[C:10]([O:13][CH:14]3[CH2:15][CH2:16][N:17]([C:20]([O:22][C:23]([CH3:26])([CH3:25])[CH3:24])=[O:21])[CH2:18][CH2:19]3)[CH:11]=1)[N:8]=[CH:7][CH:6]=[CH:5]2, predict the reactants needed to synthesize it. The reactants are: [Cl:1][C:2]1[CH:3]=[C:4]2[C:9](=[C:10](F)[CH:11]=1)[N:8]=[CH:7][CH:6]=[CH:5]2.[OH:13][CH:14]1[CH2:19][CH2:18][N:17]([C:20]([O:22][C:23]([CH3:26])([CH3:25])[CH3:24])=[O:21])[CH2:16][CH2:15]1.CC(C)([O-])C.[Na+].O. (5) The reactants are: C([O:5][C:6](=[O:34])[CH2:7][CH2:8][CH2:9][N:10]([CH2:19][C@H:20]([NH:22][C:23]1[CH:28]=[CH:27][C:26]([C:29]([F:32])([F:31])[F:30])=[C:25]([Cl:33])[CH:24]=1)[CH3:21])[C:11](=[O:18])[CH2:12][CH:13](OC)OC)(C)(C)C.FC(F)(F)C(O)=O.C([SiH](CC)CC)C.C(N(CC)CC)C. Given the product [Cl:33][C:25]1[CH:24]=[C:23]([N:22]2[CH:13]=[CH:12][C:11](=[O:18])[N:10]([CH2:9][CH2:8][CH2:7][C:6]([OH:5])=[O:34])[CH2:19][C@H:20]2[CH3:21])[CH:28]=[CH:27][C:26]=1[C:29]([F:32])([F:30])[F:31], predict the reactants needed to synthesize it.